From a dataset of Forward reaction prediction with 1.9M reactions from USPTO patents (1976-2016). Predict the product of the given reaction. (1) Given the reactants P(=O)(O)(O)O.[Br:6][C:7]1[CH:12]=[CH:11][C:10]([S:13][CH2:14][CH:15](OCC)OCC)=[CH:9][CH:8]=1, predict the reaction product. The product is: [Br:6][C:7]1[CH:8]=[CH:9][C:10]2[S:13][CH:14]=[CH:15][C:11]=2[CH:12]=1. (2) Given the reactants Cl.[NH2:2][CH:3]1[CH2:8][CH2:7][N:6]([C:9]2[CH:10]=[C:11]([CH:15]=[C:16]([Cl:18])[N:17]=2)[C:12]([NH2:14])=[O:13])[CH2:5][CH2:4]1.[CH2:19]([C:21]1[C:25]([CH3:26])=[C:24]([CH3:27])[NH:23][C:22]=1[C:28](O)=[O:29])[CH3:20], predict the reaction product. The product is: [Cl:18][C:16]1[CH:15]=[C:11]([CH:10]=[C:9]([N:6]2[CH2:5][CH2:4][CH:3]([NH:2][C:28]([C:22]3[NH:23][C:24]([CH3:27])=[C:25]([CH3:26])[C:21]=3[CH2:19][CH3:20])=[O:29])[CH2:8][CH2:7]2)[N:17]=1)[C:12]([NH2:14])=[O:13]. (3) Given the reactants [CH3:1][O:2][C:3](=[O:26])[CH:4]([NH:8][S:9]([C:12]1[CH:17]=[CH:16][C:15]([O:18][CH2:19][C:20]2[CH:25]=[CH:24][CH:23]=[CH:22][CH:21]=2)=[CH:14][CH:13]=1)(=[O:11])=[O:10])[CH:5](O)[CH3:6].C1(P(C2C=CC=CC=2)C2C=CC=CC=2)C=CC=CC=1.CCOC(/N=N/C(OCC)=O)=O, predict the reaction product. The product is: [CH3:1][O:2][C:3]([CH:4]1[CH:5]([CH3:6])[N:8]1[S:9]([C:12]1[CH:17]=[CH:16][C:15]([O:18][CH2:19][C:20]2[CH:25]=[CH:24][CH:23]=[CH:22][CH:21]=2)=[CH:14][CH:13]=1)(=[O:11])=[O:10])=[O:26]. (4) Given the reactants [NH2:1][CH:2]([C:5]([N:7]1[CH2:11][C@H:10]([C:12]2[CH:17]=[CH:16][CH:15]=[CH:14][CH:13]=2)[C@@H:9]([O:18][C@@H:19]([C:21]2[CH:26]=[C:25]([C:27]([F:30])([F:29])[F:28])[CH:24]=[C:23]([C:31]([F:34])([F:33])[F:32])[CH:22]=2)[CH3:20])[CH2:8]1)=[O:6])[CH2:3][OH:4].C(N(CC)CC)C.[C:42](Cl)(Cl)=[O:43], predict the reaction product. The product is: [F:33][C:31]([F:34])([F:32])[C:23]1[CH:22]=[C:21]([C@H:19]([O:18][C@@H:9]2[C@@H:10]([C:12]3[CH:13]=[CH:14][CH:15]=[CH:16][CH:17]=3)[CH2:11][N:7]([C:5]([CH:2]3[CH2:3][O:4][C:42](=[O:43])[NH:1]3)=[O:6])[CH2:8]2)[CH3:20])[CH:26]=[C:25]([C:27]([F:28])([F:29])[F:30])[CH:24]=1. (5) Given the reactants FC(F)(F)C(O)=O.[C:8]([C@@H:10]([NH:22]C(=O)OC(C)(C)C)[CH2:11][C:12]1[CH:17]=[CH:16][C:15]([O:18][CH:19]([CH3:21])[CH3:20])=[CH:14][CH:13]=1)#[N:9], predict the reaction product. The product is: [NH2:22][C@@H:10]([CH2:11][C:12]1[CH:13]=[CH:14][C:15]([O:18][CH:19]([CH3:21])[CH3:20])=[CH:16][CH:17]=1)[C:8]#[N:9]. (6) The product is: [C:15]([C@H:13]1[C@H:12]([C:18]2[CH:23]=[CH:22][C:21]([Cl:24])=[C:20]([Cl:25])[CH:19]=2)[O:11][CH2:10][CH2:9][N:8]([C:6]([O:5][C:1]([CH3:4])([CH3:3])[CH3:2])=[O:7])[CH2:14]1)(=[O:16])[NH2:27]. Given the reactants [C:1]([O:5][C:6]([N:8]1[CH2:14][C@@H:13]([C:15](O)=[O:16])[C@H:12]([C:18]2[CH:23]=[CH:22][C:21]([Cl:24])=[C:20]([Cl:25])[CH:19]=2)[O:11][CH2:10][CH2:9]1)=[O:7])([CH3:4])([CH3:3])[CH3:2].[NH4+].[N:27]1(O)C2C=CC=CC=2N=N1.Cl.CN(C)CCCN=C=NCC, predict the reaction product.